Dataset: Reaction yield outcomes from USPTO patents with 853,638 reactions. Task: Predict the reaction yield, written as a fraction of the theoretical maximum amount of product (1.0 means a 100% yield; for example, 0.34 means a 34% yield). (1) The reactants are [Cl:1][C:2]1[CH:7]=[C:6](I)[C:5]([Cl:9])=[CH:4][N:3]=1.[NH2:10][C:11]1[CH:20]=[CH:19][CH:18]=[CH:17][C:12]=1[C:13]([NH:15][CH3:16])=[O:14].C(=O)([O-])[O-].[Cs+].[Cs+].CC1(C)C2C=CC=C(P(C3C=CC=CC=3)C3C=CC=CC=3)C=2OC2C1=CC=CC=2P(C1C=CC=CC=1)C1C=CC=CC=1. The catalyst is O1CCOCC1.C([O-])(=O)C.[Pd+2].C([O-])(=O)C. The product is [Cl:1][C:2]1[CH:7]=[C:6]([NH:10][C:11]2[CH:20]=[CH:19][CH:18]=[CH:17][C:12]=2[C:13]([NH:15][CH3:16])=[O:14])[C:5]([Cl:9])=[CH:4][N:3]=1. The yield is 0.480. (2) The reactants are [H-].[Na+].[C:3]1(=[O:13])[C:12]2[C:7](=[CH:8][CH:9]=[N:10][CH:11]=2)[CH:6]=[CH:5][NH:4]1.[CH3:14]I.[NH4+].[Cl-]. The catalyst is CN(C=O)C.C(OCC)(=O)C. The product is [CH3:14][N:4]1[CH:5]=[CH:6][C:7]2[C:12](=[CH:11][N:10]=[CH:9][CH:8]=2)[C:3]1=[O:13]. The yield is 0.131. (3) The reactants are [C:1]([CH2:3][C@@H:4]([NH:9][C:10]([C:12]1[CH:31]=[CH:30][C:15]2[N:16]([CH:25]([CH2:28][CH3:29])[CH2:26][CH3:27])[C:17]([CH2:19][C:20]3[S:21][CH:22]=[CH:23][CH:24]=3)=[N:18][C:14]=2[CH:13]=1)=[O:11])[CH2:5][CH:6]([CH3:8])[CH3:7])#[N:2].[F:32][C:33]([F:39])([F:38])[C:34]([NH:36][NH2:37])=O.C(=O)([O-])[O-].[K+].[K+]. The catalyst is C(O)C. The product is [CH3:8][CH:6]([CH3:7])[CH2:5][C@H:4]([NH:9][C:10]([C:12]1[CH:31]=[CH:30][C:15]2[N:16]([CH:25]([CH2:28][CH3:29])[CH2:26][CH3:27])[C:17]([CH2:19][C:20]3[S:21][CH:22]=[CH:23][CH:24]=3)=[N:18][C:14]=2[CH:13]=1)=[O:11])[CH2:3][C:1]1[N:2]=[C:34]([C:33]([F:39])([F:38])[F:32])[NH:36][N:37]=1. The yield is 0.100. (4) The yield is 0.610. The catalyst is C(O)(=O)C. The reactants are [Cl:1][C:2]1[CH:3]=[C:4]([C:9]2([C:21]([F:24])([F:23])[F:22])[O:13][N:12]=[C:11]([C:14]3[CH:20]=[CH:19][C:17]([NH2:18])=[CH:16][CH:15]=3)[CH2:10]2)[CH:5]=[C:6]([Cl:8])[CH:7]=1.CO[CH:27]1[CH2:31][CH2:30][CH:29](OC)O1.O.C(OCC)(=O)C. The product is [Cl:1][C:2]1[CH:3]=[C:4]([C:9]2([C:21]([F:22])([F:24])[F:23])[O:13][N:12]=[C:11]([C:14]3[CH:15]=[CH:16][C:17]([N:18]4[CH:27]=[CH:31][CH:30]=[CH:29]4)=[CH:19][CH:20]=3)[CH2:10]2)[CH:5]=[C:6]([Cl:8])[CH:7]=1. (5) The reactants are C([NH:8][C:9]1[C:10]([CH3:31])=[C:11]([CH3:30])[C:12]2[O:16][CH2:15][CH:14]([C:17]3[CH:22]=[CH:21][C:20]([CH:23]4[O:27][CH2:26][CH2:25][O:24]4)=[CH:19][CH:18]=3)[C:13]=2[C:28]=1[CH3:29])C1C=CC=CC=1. The catalyst is CCCCCC. The product is [O:24]1[CH2:25][CH2:26][O:27][CH:23]1[C:20]1[CH:19]=[CH:18][C:17]([CH:14]2[C:13]3[C:28]([CH3:29])=[C:9]([NH2:8])[C:10]([CH3:31])=[C:11]([CH3:30])[C:12]=3[O:16][CH2:15]2)=[CH:22][CH:21]=1. The yield is 0.870. (6) The yield is 0.990. The product is [CH3:26][S:27]([O:1][CH2:2][CH2:3][NH:4][C:5]1[C:6]([C:10]2[N:14]([C:15]3[CH:20]=[CH:19][CH:18]=[C:17]([C:21]([F:22])([F:24])[F:23])[CH:16]=3)[C:13](=[O:25])[O:12][N:11]=2)=[N:7][O:8][N:9]=1)(=[O:29])=[O:28]. The catalyst is C(OCC)(=O)C. The reactants are [OH:1][CH2:2][CH2:3][NH:4][C:5]1[C:6]([C:10]2[N:14]([C:15]3[CH:20]=[CH:19][CH:18]=[C:17]([C:21]([F:24])([F:23])[F:22])[CH:16]=3)[C:13](=[O:25])[O:12][N:11]=2)=[N:7][O:8][N:9]=1.[CH3:26][S:27](Cl)(=[O:29])=[O:28].C(N(CC)CC)C.